The task is: Predict the product of the given reaction.. This data is from Forward reaction prediction with 1.9M reactions from USPTO patents (1976-2016). (1) Given the reactants [CH3:1][N:2]([CH3:25])[C:3]1[CH:8]=[CH:7][C:6]([C:9]2[C:10]3[CH:11]=[CH:12][C:13]([CH:21]([OH:24])[C:22]#[CH:23])=[CH:14][C:15]=3[C:16]([CH3:20])([CH3:19])[CH2:17][CH:18]=2)=[CH:5][CH:4]=1.I[C:27]1[CH:35]=[CH:34][C:30]([C:31]([OH:33])=[O:32])=[CH:29][CH:28]=1, predict the reaction product. The product is: [CH3:25][N:2]([CH3:1])[C:3]1[CH:8]=[CH:7][C:6]([C:9]2[C:10]3[CH:11]=[CH:12][C:13]([CH:21]([OH:24])[C:22]#[C:23][C:27]4[CH:35]=[CH:34][C:30]([C:31]([OH:33])=[O:32])=[CH:29][CH:28]=4)=[CH:14][C:15]=3[C:16]([CH3:20])([CH3:19])[CH2:17][CH:18]=2)=[CH:5][CH:4]=1. (2) The product is: [CH3:16][N:8]1[C:7]2[C:2]([CH3:1])=[C:3]([C:12]([O:14][CH3:15])=[O:13])[CH:4]=[CH:5][C:6]=2[S:10][C:9]1=[O:11]. Given the reactants [CH3:1][C:2]1[C:7]2[NH:8][C:9](=[O:11])[S:10][C:6]=2[CH:5]=[CH:4][C:3]=1[C:12]([O:14][CH3:15])=[O:13].[C:16](=O)([O-])[O-].[K+].[K+].S(OC)(OC)(=O)=O, predict the reaction product. (3) Given the reactants [NH2:1][C:2]1[N:7]=[CH:6][C:5]([C:8]2[CH:9]=[C:10]([NH2:19])[C:11]([NH:14][C:15]([CH3:18])([CH3:17])[CH3:16])=[CH:12][CH:13]=2)=[CH:4][N:3]=1.[Br:20][C:21]1[CH:22]=[CH:23][C:24]([N:29]2[CH:33]=[N:32][CH:31]=[N:30]2)=[C:25]([CH:28]=1)[CH:26]=O.N1CCC[C@H]1C(O)=O, predict the reaction product. The product is: [Br:20][C:21]1[CH:22]=[CH:23][C:24]([N:29]2[CH:33]=[N:32][CH:31]=[N:30]2)=[C:25]([C:26]2[N:14]([C:15]([CH3:16])([CH3:18])[CH3:17])[C:11]3[CH:12]=[CH:13][C:8]([C:5]4[CH:4]=[N:3][C:2]([NH2:1])=[N:7][CH:6]=4)=[CH:9][C:10]=3[N:19]=2)[CH:28]=1.